This data is from Forward reaction prediction with 1.9M reactions from USPTO patents (1976-2016). The task is: Predict the product of the given reaction. Given the reactants [C:1]([O:9][CH2:10][CH2:11][CH2:12][CH2:13][CH2:14]O)(=[O:8])[C:2]1[CH:7]=[CH:6][CH:5]=[CH:4][CH:3]=1.[C:16]([N:24]1[C:29](=[O:30])[CH:28]=[CH:27][NH:26][C:25]1=[O:31])(=[O:23])[C:17]1[CH:22]=[CH:21][CH:20]=[CH:19][CH:18]=1, predict the reaction product. The product is: [C:16]([N:24]1[C:29](=[O:30])[CH:28]=[CH:27][N:26]([CH2:14][CH2:13][CH2:12][CH2:11][CH2:10][O:9][C:1](=[O:8])[C:2]2[CH:3]=[CH:4][CH:5]=[CH:6][CH:7]=2)[C:25]1=[O:31])(=[O:23])[C:17]1[CH:18]=[CH:19][CH:20]=[CH:21][CH:22]=1.